Dataset: Experimentally validated miRNA-target interactions with 360,000+ pairs, plus equal number of negative samples. Task: Binary Classification. Given a miRNA mature sequence and a target amino acid sequence, predict their likelihood of interaction. (1) The miRNA is hsa-miR-202-3p with sequence AGAGGUAUAGGGCAUGGGAA. The protein sequence of the target gene is MEANGSQGTSGSANDSQHDPGKMFIGGLSWQTSPDSLRDYFSKFGEIRECMVMRDPTTKRSRGFGFVTFADPASVDKVLGQPHHELDSKTIDPKVAFPRRAQPKMVTRTKKIFVGGLSANTVVEDVKQYFEQFGKVEDAMLMFDKTTNRHRGFGFVTFENEDVVEKVCEIHFHEINNKMVECKKAQPKEVMFPPGTRGRARGLPYTMDAFMLGMGMLGYPNFVATYGRGYPGFAPSYGYQFPGFPAAAYGPVAAAAVAAARGSGSNPARPGGFPGANSPGPVADLYGPASQDSGVGNYIS.... Result: 1 (interaction). (2) The miRNA is hsa-miR-3064-3p with sequence UUGCCACACUGCAACACCUUACA. The protein sequence of the target gene is MATGSAQSSFPSHLKKTNGSHGTNGALVQSPSNQSALGAGGTNGNGGVARVWGVATSSSSGLAHCSVGGGDGKMDNMIGDGRSQNCWGASNSNAGINLNLNPNANPAAWPVLGHEGTVATGNPSSICSPVSAIGQNMGSQNGNPVGALGAWGNLLPQESAEPQTSTSQNVSFSVQPQNLNTDGPNNTNPMNSSPNPINAMQTNGLPNWGMAVGMGAIIPPHLQGLPGANGSSVSQGSGSGGEGMGSSVWGLSPGNPATGSTNCGFSQGNGDTVNSALSAKQNGSSSAVQKEGNGGNAWDS.... Result: 0 (no interaction). (3) The miRNA is hsa-miR-224-3p with sequence AAAAUGGUGCCCUAGUGACUACA. The protein sequence of the target gene is MGSEAAQLLEAADFAARKHRQQRRKDPEGTPYINHPIGVARILTHEAGITDIVVLQAALLHDTVEDTDTTLDEVELHFGAQVRRLVEEVTDDKTLPKLERKRLQVEQAPHSSPGAKLVKLADKLYNLRDLNRCTPEGWSEHRVQEYFEWAAQVVKGLQGTNRQLEEALKHLFKQRGLTI. Result: 0 (no interaction). (4) The protein sequence of the target gene is MARGGRGRRLGLALGLLLALVLAPRVLRAKPTVRKERVVRPDSELGERPPEDNQSFQYDHEAFLGKEDSKTFDQLTPDESKERLGKIVDRIDNDGDGFVTTEELKTWIKRVQKRYIFDNVAKVWKDYDRDKDDKISWEEYKQATYGYYLGNPAEFHDSSDHHTFKKMLPRDERRFKAADLNGDLTATREEFTAFLHPEEFEHMKEIVVLETLEDIDKNGDGFVDQDEYIADMFSHEENGPEPDWVLSEREQFNEFRDLNKDGKLDKDEIRHWILPQDYDHAQAEARHLVYESDKNKDEKL.... The miRNA is hsa-miR-493-3p with sequence UGAAGGUCUACUGUGUGCCAGG. Result: 0 (no interaction). (5) The miRNA is dme-miR-34-5p with sequence UGGCAGUGUGGUUAGCUGGUUGUG. The protein sequence of the target gene is MDYDFKVKLSSERERVEDLFEYEGCKVGRGTYGHVYKAKRKDGKDDKDYALKQIEGTGISMSACREIALLRELKHPNVISLLKVFLSHADRKVWLLFDYAEHDLWHIIKFHRASKANKKPVQLPRGMVKSLLYQILDGIHYLHANWVLHRDLKPANILVMGEGPERGRVKIADMGFARLFNSPLKPLADLDPVVVTFWYRAPELLLGARHYTKAIDIWAIGCIFAELLTSEPIFHCRQEDIKTSNPYHHDQLDRIFNVMGFPADKDWEDIKKMPEHSTLMKDFRRNTYTNCSLIKYMEKH.... Result: 0 (no interaction). (6) The miRNA is hsa-miR-4530 with sequence CCCAGCAGGACGGGAGCG. The protein sequence of the target gene is MLRMRTAGWARGWCLGCCLLLPLSLSLAAAKQLLRYRLAEEGPADVRIGNVASDLGIVTGSGEVTFSLESGSEYLKIDNLTGELSTSERRIDREKLPQCQMIFDENECFLDFEVSVIGPSQSWVDLFEGQVIVLDINDNTPTFPSPVLTLTVEENRPVGTLYLLPTATDRDFGRNGIERYELLQEPGGGGSGGESRRAGAADSAPYPGGGGNGASGGGSGGSKRRLDASEGGGGTNPGGRSSVFELQVADTPDGEKQPQLIVKGALDREQRDSYELTLRVRDGGDPPRSSQAILRVLITD.... Result: 1 (interaction).